Dataset: TCR-epitope binding with 47,182 pairs between 192 epitopes and 23,139 TCRs. Task: Binary Classification. Given a T-cell receptor sequence (or CDR3 region) and an epitope sequence, predict whether binding occurs between them. The epitope is GTSGSPIVNR. The TCR CDR3 sequence is CASSIEDSYNEQFF. Result: 1 (the TCR binds to the epitope).